From a dataset of Forward reaction prediction with 1.9M reactions from USPTO patents (1976-2016). Predict the product of the given reaction. (1) Given the reactants [H-].[Al+3].[Li+].[H-].[H-].[H-].C[O:8][C:9](=O)[C:10]1[CH:15]=[CH:14][CH:13]=[C:12]([S:16][C:17]2[CH:22]=[CH:21][C:20]([N:23]([CH3:25])[CH3:24])=[CH:19][CH:18]=2)[CH:11]=1.CC(C)=O, predict the reaction product. The product is: [CH3:24][N:23]([CH3:25])[C:20]1[CH:19]=[CH:18][C:17]([S:16][C:12]2[CH:11]=[C:10]([CH2:9][OH:8])[CH:15]=[CH:14][CH:13]=2)=[CH:22][CH:21]=1. (2) Given the reactants [CH2:1]1[N:6]2[CH2:7][CH2:8][N:3]([CH2:4][CH2:5]2)[CH2:2]1.[Cl-:9].[Li+], predict the reaction product. The product is: [CH2:1]1[N:6]2[CH2:7][CH2:8][N:3]([CH2:4][CH2:5]2)[CH2:2]1.[ClH:9].